This data is from Full USPTO retrosynthesis dataset with 1.9M reactions from patents (1976-2016). The task is: Predict the reactants needed to synthesize the given product. Given the product [Br:30][CH2:11][C:10]1[C:9]2[CH:12]=[CH:13][C:14]([O:16][C:17](=[O:21])[N:18]([CH3:19])[CH3:20])=[CH:15][C:8]=2[O:7][C:6](=[O:22])[C:5]=1[CH2:4][C:3]1[CH:23]=[CH:24][CH:25]=[C:26]([N+:27]([O-:29])=[O:28])[C:2]=1[F:1], predict the reactants needed to synthesize it. The reactants are: [F:1][C:2]1[C:26]([N+:27]([O-:29])=[O:28])=[CH:25][CH:24]=[CH:23][C:3]=1[CH2:4][C:5]1[C:6](=[O:22])[O:7][C:8]2[CH:15]=[C:14]([O:16][C:17](=[O:21])[N:18]([CH3:20])[CH3:19])[CH:13]=[CH:12][C:9]=2[C:10]=1[CH3:11].[Br:30]N1C(=O)CCC1=O.Cl.